This data is from Full USPTO retrosynthesis dataset with 1.9M reactions from patents (1976-2016). The task is: Predict the reactants needed to synthesize the given product. (1) Given the product [ClH:30].[CH:27]1([C:17]2[CH:18]=[CH:19][C:20]([O:22][C:23]([F:24])([F:25])[F:26])=[CH:21][C:16]=2[C:14]([CH:11]2[CH2:10][CH2:9][NH:8][CH2:13][CH2:12]2)=[O:15])[CH2:28][CH2:29]1, predict the reactants needed to synthesize it. The reactants are: C(OC([N:8]1[CH2:13][CH2:12][CH:11]([C:14]([C:16]2[CH:21]=[C:20]([O:22][C:23]([F:26])([F:25])[F:24])[CH:19]=[CH:18][C:17]=2[CH:27]2[CH2:29][CH2:28]2)=[O:15])[CH2:10][CH2:9]1)=O)(C)(C)C.[ClH:30]. (2) Given the product [CH3:6][CH:5]([CH3:7])[C@H:4]([NH:8][S:9]([C:12]1[CH:13]=[CH:14][C:15]2[C:19]3[CH:20]=[C:21]([C:24]4[N:28]=[C:27]([CH3:29])[O:26][N:25]=4)[CH:22]=[CH:23][C:18]=3[O:17][C:16]=2[CH:30]=1)(=[O:11])=[O:10])[C:3]([OH:31])=[O:2], predict the reactants needed to synthesize it. The reactants are: C[O:2][C:3](=[O:31])[C@@H:4]([NH:8][S:9]([C:12]1[CH:13]=[CH:14][C:15]2[C:19]3[CH:20]=[C:21]([C:24]4[N:28]=[C:27]([CH3:29])[O:26][N:25]=4)[CH:22]=[CH:23][C:18]=3[O:17][C:16]=2[CH:30]=1)(=[O:11])=[O:10])[CH:5]([CH3:7])[CH3:6].O. (3) Given the product [I:25][CH2:34][CH2:33][CH:31]1[CH2:30][O:29][C:28]([CH3:36])([CH3:27])[O:32]1, predict the reactants needed to synthesize it. The reactants are: C1(P(C2C=CC=CC=2)C2C=CC=CC=2)C=CC=CC=1.N1C=CN=C1.[I:25]I.[CH3:27][C:28]1([CH3:36])[O:32][CH:31]([CH2:33][CH2:34]O)[CH2:30][O:29]1. (4) Given the product [CH3:10][C:11]1[CH:18]=[CH:17][C:16]([CH3:19])=[CH:15][C:12]=1[CH2:13][S:14][C:3]1[CH:8]=[C:7]([CH3:9])[CH:6]=[CH:5][N+:4]=1[O-:20], predict the reactants needed to synthesize it. The reactants are: Cl.Br[C:3]1[CH:8]=[C:7]([CH3:9])[CH:6]=[CH:5][N:4]=1.[CH3:10][C:11]1[CH:18]=[CH:17][C:16]([CH3:19])=[CH:15][C:12]=1[CH2:13][SH:14].[OH-:20].[Na+].O. (5) Given the product [NH2:1][C@H:2]([C:6]([NH:8][C@H:9]([C:14]([O:16][CH2:17][C:18]1[CH:19]=[CH:20][CH:21]=[CH:22][CH:23]=1)=[O:15])[CH2:10][CH:11]([CH3:12])[CH3:13])=[O:7])[C@@H:3]([CH3:5])[OH:4], predict the reactants needed to synthesize it. The reactants are: [NH:1](C(OC(C)(C)C)=O)[C@H:2]([C:6]([NH:8][C@H:9]([C:14]([O:16][CH2:17][C:18]1[CH:23]=[CH:22][CH:21]=[CH:20][CH:19]=1)=[O:15])[CH2:10][CH:11]([CH3:13])[CH3:12])=[O:7])[C@@H:3]([CH3:5])[OH:4].FC(F)(F)C(O)=O.C([O-])([O-])=O.[Na+].[Na+]. (6) Given the product [CH2:42]([N:71]([CH2:61][CH2:62][CH3:63])[C:72]([C:74]1[CH:75]=[C:76]([CH:80]=[CH:81][CH:82]=1)[C:77]([OH:79])=[O:78])=[O:73])[CH2:2][CH3:3], predict the reactants needed to synthesize it. The reactants are: F[C:2]1[CH:3]=C(C=C(F)[CH:42]=1)C[C@H](C(N1[C@@H](CC2C=CC=CC=2)COC1=O)=O)[C@@H]([C@H]1C[C@@H](OCC=C)CN1C(OC(C)(C)C)=O)O.C(OC(N1C[C@H](OCCC)C[C@@H]1[C@@H](O[Si](C(C)(C)C)(C)C)[C@@H:61]([NH:71][C:72]([C:74]1[CH:75]=[C:76]([CH:80]=[C:81](C)[CH:82]=1)[C:77]([OH:79])=[O:78])=[O:73])[CH2:62][C:63]1C=C(F)C=C(F)C=1)=O)(C)(C)C.[Si](O[C@H]([C@H]1C[C@@H](OCCC)CN1C(OC(C)(C)C)=O)[C@@H](NC(=O)C1C=C(C)C=C(C(OC)=O)C=1)CC1C=C(F)C=C(F)C=1)(C(C)(C)C)(C)C.[Li+].[OH-]. (7) Given the product [C:11]1([N:10]2[C:3]3[C:2]([C:24]4[S:23][CH:27]=[CH:26][CH:25]=4)=[CH:7][N:6]=[CH:5][C:4]=3[N:8]=[C:9]2[C:17]2[C:18]([NH2:22])=[N:19][O:20][N:21]=2)[CH:16]=[CH:15][CH:14]=[CH:13][CH:12]=1, predict the reactants needed to synthesize it. The reactants are: Br[C:2]1[C:3]2[N:10]([C:11]3[CH:16]=[CH:15][CH:14]=[CH:13][CH:12]=3)[C:9]([C:17]3[C:18]([NH2:22])=[N:19][O:20][N:21]=3)=[N:8][C:4]=2[CH:5]=[N:6][CH:7]=1.[S:23]1[CH:27]=[CH:26][CH:25]=[C:24]1B(O)O.C(Cl)Cl.C([O-])([O-])=O.[K+].[K+].